The task is: Predict which catalyst facilitates the given reaction.. This data is from Catalyst prediction with 721,799 reactions and 888 catalyst types from USPTO. Reactant: [NH2:1][C:2]1[CH:7]=[CH:6][CH:5]=[CH:4][N:3]=1.CN(C(ON1N=NC2C=CC=NC1=2)=[N+](C)C)C.F[P-](F)(F)(F)(F)F.C(N(C(C)C)CC)(C)C.[Cl:41][C:42]1[CH:47]=[C:46]([Cl:48])[CH:45]=[CH:44][C:43]=1[CH2:49][CH2:50][O:51][C:52]1[N:57]=[C:56]([C:58]2[CH:59]=[C:60]([CH:64]=[CH:65][CH:66]=2)[C:61](O)=[O:62])[CH:55]=[CH:54][CH:53]=1. Product: [Cl:41][C:42]1[CH:47]=[C:46]([Cl:48])[CH:45]=[CH:44][C:43]=1[CH2:49][CH2:50][O:51][C:52]1[N:57]=[C:56]([C:58]2[CH:59]=[C:60]([CH:64]=[CH:65][CH:66]=2)[C:61]([NH:1][C:2]2[CH:7]=[CH:6][CH:5]=[CH:4][N:3]=2)=[O:62])[CH:55]=[CH:54][CH:53]=1. The catalyst class is: 399.